Dataset: Catalyst prediction with 721,799 reactions and 888 catalyst types from USPTO. Task: Predict which catalyst facilitates the given reaction. (1) Reactant: [CH:1]1([C:7]2[C:15]3[C:10](=[CH:11][C:12]([C:16]([O:18]C)=[O:17])=[CH:13][CH:14]=3)[NH:9][C:8]=2[C:20]2[CH:25]=[CH:24][CH:23]=[CH:22][CH:21]=2)[CH2:6][CH2:5][CH2:4][CH2:3][CH2:2]1.[H-].[Na+].[CH2:28](Br)[C:29]1[CH:34]=[CH:33][CH:32]=[CH:31][CH:30]=1.B(Br)(Br)Br. Product: [CH2:28]([N:9]1[C:10]2[C:15](=[CH:14][CH:13]=[C:12]([C:16]([OH:18])=[O:17])[CH:11]=2)[C:7]([CH:1]2[CH2:2][CH2:3][CH2:4][CH2:5][CH2:6]2)=[C:8]1[C:20]1[CH:21]=[CH:22][CH:23]=[CH:24][CH:25]=1)[C:29]1[CH:34]=[CH:33][CH:32]=[CH:31][CH:30]=1. The catalyst class is: 76. (2) Product: [N:22]1([C:23]2[CH:24]=[CH:25][C:26]([NH:29][C:4]3[N:16]=[CH:15][C:7]4=[CH:8][C:9]5[C:14]([N:6]4[N:5]=3)=[CH:13][CH:12]=[CH:11][CH:10]=5)=[CH:27][CH:28]=2)[CH2:21][CH2:20][O:19][CH2:18][CH2:17]1. The catalyst class is: 138. Reactant: CS([C:4]1[N:16]=[CH:15][C:7]2=[CH:8][C:9]3[C:14]([N:6]2[N:5]=1)=[CH:13][CH:12]=[CH:11][CH:10]=3)=O.[CH2:17]1[N:22]([C:23]2[CH:28]=[CH:27][C:26]([NH2:29])=[CH:25][CH:24]=2)[CH2:21][CH2:20][O:19][CH2:18]1.CN1CCCC1=O.